Task: Predict the reaction yield, written as a fraction of the theoretical maximum amount of product (1.0 means a 100% yield; for example, 0.34 means a 34% yield).. Dataset: Reaction yield outcomes from USPTO patents with 853,638 reactions (1) The reactants are [CH3:1][CH:2]([C:7]1[CH:12]=[C:11]([Cl:13])[CH:10]=[CH:9][C:8]=1[N+:14]([O-])=O)[C:3](OC)=[O:4]. The catalyst is C(O)(=O)C.[Fe]. The product is [Cl:13][C:11]1[CH:12]=[C:7]2[C:8](=[CH:9][CH:10]=1)[NH:14][C:3](=[O:4])[CH:2]2[CH3:1]. The yield is 0.840. (2) The catalyst is C(Cl)(Cl)Cl.CO.C(O)C. The product is [O:9]=[C:7]1[NH:2][CH2:1][CH2:3][CH2:4][N:5]([C:17]([O:16][C:13]([CH3:15])([CH3:14])[CH3:12])=[O:18])[CH2:6]1. The yield is 0.670. The reactants are [C:1]([CH2:3][CH2:4][NH:5][CH2:6][C:7]([O:9]CC)=O)#[N:2].[CH3:12][C:13]([O:16][C:17](O[C:17]([O:16][C:13]([CH3:15])([CH3:14])[CH3:12])=[O:18])=[O:18])([CH3:15])[CH3:14].C(OC(CC(OCC)=O)=O)(C)(C)C.N.CO[Na].